This data is from Reaction yield outcomes from USPTO patents with 853,638 reactions. The task is: Predict the reaction yield, written as a fraction of the theoretical maximum amount of product (1.0 means a 100% yield; for example, 0.34 means a 34% yield). (1) The reactants are [CH2:1]([P:3]([CH:10](C1C=CC=CC=1)[CH2:11][CH:12]=[O:13])(=[O:9])[O:4]CCCC)[CH3:2].O. The catalyst is C(O)CCC.O. The product is [CH2:1]([P:3]([CH2:10][CH2:11][CH:12]=[O:13])(=[O:4])[OH:9])[CH3:2]. The yield is 0.990. (2) The reactants are [F:1][C:2]1[CH:7]=[CH:6][CH:5]=[C:4]([F:8])[C:3]=1Br.C([Li])CCC.Cl[C:16]1[CH:21]=[C:20]([C:22]2[N:30]([C:31]([O:33][C:34]([CH3:37])([CH3:36])[CH3:35])=[O:32])[C:29]3[CH2:28][CH2:27][N:26]([C:38]([O:40][C:41]([CH3:44])([CH3:43])[CH3:42])=[O:39])[C:25](=[O:45])[C:24]=3[CH:23]=2)[CH:19]=[CH:18][N:17]=1. The catalyst is O1CCCC1.[Cl-].[Zn+2].[Cl-]. The product is [F:1][C:2]1[CH:7]=[CH:6][CH:5]=[C:4]([F:8])[C:3]=1[C:18]1[CH:19]=[C:20]([C:22]2[N:30]([C:31]([O:33][C:34]([CH3:35])([CH3:36])[CH3:37])=[O:32])[C:29]3[CH2:28][CH2:27][N:26]([C:38]([O:40][C:41]([CH3:44])([CH3:43])[CH3:42])=[O:39])[C:25](=[O:45])[C:24]=3[CH:23]=2)[CH:21]=[CH:16][N:17]=1. The yield is 0.290. (3) The reactants are CSC.B.[N+:5]([CH2:8][C:9]1([CH2:15][C:16]#[N:17])[CH2:14][CH2:13][CH2:12][CH2:11][CH2:10]1)([O-:7])=[O:6].CO.Cl. The catalyst is C1(C)C=CC=CC=1.O1CCOCC1. The product is [N+:5]([CH2:8][C:9]1([CH2:15][CH2:16][NH2:17])[CH2:14][CH2:13][CH2:12][CH2:11][CH2:10]1)([O-:7])=[O:6]. The yield is 0.470. (4) The reactants are [O:1]1[CH2:3][CH:2]1[CH2:4][N:5]1[CH2:14][CH2:13][C:12]2[C:7](=[CH:8][CH:9]=[CH:10][CH:11]=2)[CH2:6]1.[NH3:15]. The catalyst is CCO. The product is [NH2:15][CH2:3][CH:2]([OH:1])[CH2:4][N:5]1[CH2:14][CH2:13][C:12]2[C:7](=[CH:8][CH:9]=[CH:10][CH:11]=2)[CH2:6]1. The yield is 0.960. (5) The reactants are [CH:1]1([CH2:4][CH2:5][N:6]2[C:11](=[O:12])[C:10]([C:13]([NH:15][CH2:16][C:17]([O:19]CC)=[O:18])=[O:14])=[C:9]([OH:22])[C:8]([C:23]([O:25]C)=O)=[C:7]2[OH:27])[CH2:3][CH2:2]1.[NH2:28][C:29]1[CH:30]=[N:31][CH:32]=[CH:33][CH:34]=1. The catalyst is C(Cl)(Cl)Cl. The product is [CH:1]1([CH2:4][CH2:5][N:6]2[C:7]([OH:27])=[C:8]([C:23]([NH:28][C:29]3[CH:30]=[N:31][CH:32]=[CH:33][CH:34]=3)=[O:25])[C:9]([OH:22])=[C:10]([C:13]([NH:15][CH2:16][C:17]([OH:19])=[O:18])=[O:14])[C:11]2=[O:12])[CH2:2][CH2:3]1. The yield is 0.582. (6) The reactants are [CH2:1]([N:3]1[C:7]([C:8]2[O:9][CH:10]=[CH:11][CH:12]=2)=[N:6][N:5]=[C:4]1[S:13][CH2:14][C:15]1[N:19]=[C:18]([C:20]2[CH:21]=[C:22]([CH:25]=[CH:26][C:27]=2F)[C:23]#[N:24])[O:17][N:16]=1)[CH3:2].[H-].[Na+].CN(C=[O:35])C. No catalyst specified. The product is [CH2:1]([N:3]1[C:7]([C:8]2[O:9][CH:10]=[CH:11][CH:12]=2)=[N:6][N:5]=[C:4]1[S:13][CH2:14][C:15]1[N:19]=[C:18]([C:20]2[CH:21]=[C:22]([CH:25]=[CH:26][C:27]=2[OH:35])[C:23]#[N:24])[O:17][N:16]=1)[CH3:2]. The yield is 0.410. (7) The reactants are [NH2:1][C:2]1[CH:3]=[C:4]([CH:21]=[CH:22][C:23]=1[F:24])[O:5][C:6]1[CH:7]=[CH:8][C:9]2[N:10]([CH:12]=[C:13]([NH:15][C:16]([CH:18]3[CH2:20][CH2:19]3)=[O:17])[N:14]=2)[N:11]=1.[CH3:25][C:26]1[O:30][N:29]=[CH:28][C:27]=1[C:31](Cl)=[O:32]. The catalyst is CN1CCCC1=O. The product is [CH:18]1([C:16]([NH:15][C:13]2[N:14]=[C:9]3[CH:8]=[CH:7][C:6]([O:5][C:4]4[CH:21]=[CH:22][C:23]([F:24])=[C:2]([NH:1][C:31]([C:27]5[CH:28]=[N:29][O:30][C:26]=5[CH3:25])=[O:32])[CH:3]=4)=[N:11][N:10]3[CH:12]=2)=[O:17])[CH2:20][CH2:19]1. The yield is 0.510.